From a dataset of Catalyst prediction with 721,799 reactions and 888 catalyst types from USPTO. Predict which catalyst facilitates the given reaction. (1) Reactant: [Al+3].[Cl-].[Cl-].[Cl-].C1(N(C)C)C=CC=CC=1.C([O:21][CH2:22][C@@H:23]([NH:39][S:40]([C:43]1[CH:48]=[CH:47][C:46]([Cl:49])=[C:45]([Cl:50])[CH:44]=1)(=[O:42])=[O:41])[C:24]1[N:28]([CH2:29][CH3:30])[C:27]([O:31][C:32]2[CH:37]=[CH:36][C:35]([F:38])=[CH:34][CH:33]=2)=[N:26][N:25]=1)C1C=CC=CC=1.CCOC(C)=O. Product: [Cl:50][C:45]1[CH:44]=[C:43]([S:40]([NH:39][C@@H:23]([C:24]2[N:28]([CH2:29][CH3:30])[C:27]([O:31][C:32]3[CH:33]=[CH:34][C:35]([F:38])=[CH:36][CH:37]=3)=[N:26][N:25]=2)[CH2:22][OH:21])(=[O:41])=[O:42])[CH:48]=[CH:47][C:46]=1[Cl:49]. The catalyst class is: 2. (2) Product: [CH3:24][C:25]1[C:29]([CH2:30][N:20]2[CH2:19][CH2:18][N:17]([C:13]3[N:14]=[C:15]([NH2:16])[N:10]4[N:9]=[C:8]([C:4]5[CH:5]=[CH:6][CH:7]=[C:2]([F:1])[CH:3]=5)[N:23]=[C:11]4[N:12]=3)[CH2:22][CH2:21]2)=[C:28]([CH3:32])[O:27][N:26]=1. Reactant: [F:1][C:2]1[CH:3]=[C:4]([C:8]2[N:23]=[C:11]3[N:12]=[C:13]([N:17]4[CH2:22][CH2:21][NH:20][CH2:19][CH2:18]4)[N:14]=[C:15]([NH2:16])[N:10]3[N:9]=2)[CH:5]=[CH:6][CH:7]=1.[CH3:24][C:25]1[C:29]([CH:30]=O)=[C:28]([CH3:32])[O:27][N:26]=1.C(O[BH-](OC(=O)C)OC(=O)C)(=O)C.[Na+]. The catalyst class is: 322. (3) Reactant: [CH3:1][N:2]1[CH2:8][CH2:7][CH2:6][C@H:3]1[CH2:4][OH:5].[OH-].[Na+].Cl[C:12]1[N:17]=[C:16]([NH:18][C:19]2[CH:24]=[CH:23][C:22]([O:25][CH3:26])=[C:21]([Cl:27])[CH:20]=2)[N:15]=[C:14]([NH:28][CH:29]2[CH2:35][CH2:34][CH2:33][CH2:32][CH2:31][CH2:30]2)[N:13]=1. Product: [Cl:27][C:21]1[CH:20]=[C:19]([NH:18][C:16]2[N:15]=[C:14]([NH:28][CH:29]3[CH2:30][CH2:31][CH2:32][CH2:33][CH2:34][CH2:35]3)[N:13]=[C:12]([O:5][CH2:4][CH:3]3[CH2:6][CH2:7][CH2:8][N:2]3[CH3:1])[N:17]=2)[CH:24]=[CH:23][C:22]=1[O:25][CH3:26]. The catalyst class is: 48.